From a dataset of Full USPTO retrosynthesis dataset with 1.9M reactions from patents (1976-2016). Predict the reactants needed to synthesize the given product. (1) Given the product [Cl:26][C:27]1[CH:28]=[N+:29]([O-:52])[CH:30]=[C:31]([Cl:51])[C:32]=1[CH2:33][C@H:34]([O:35][C:61](=[O:62])[C:60]1[CH:64]=[CH:65][C:66]([O:67][CH3:68])=[C:58]([NH:57][C:55](=[O:56])[CH2:54][Cl:71])[CH:59]=1)[C:36]1[CH:41]=[CH:40][C:39]([O:42][CH:43]([F:45])[F:44])=[C:38]([O:46][CH2:47][CH:48]2[CH2:50][CH2:49]2)[CH:37]=1, predict the reactants needed to synthesize it. The reactants are: C1(COC2C=C(C3(CCO)C=CC=C[NH+]3[O-])C=CC=2OC(F)F)CC1.[Cl:26][C:27]1[CH:28]=[N+:29]([O-:52])[CH:30]=[C:31]([Cl:51])[C:32]=1[CH2:33][C@@H:34]([C:36]1[CH:41]=[CH:40][C:39]([O:42][CH:43]([F:45])[F:44])=[C:38]([O:46][CH2:47][CH:48]2[CH2:50][CH2:49]2)[CH:37]=1)[OH:35].Br[CH2:54][C:55]([NH:57][C:58]1[CH:59]=[C:60]([CH:64]=[CH:65][C:66]=1[O:67][CH3:68])[C:61](O)=[O:62])=[O:56].C(Cl)C[Cl:71]. (2) The reactants are: [C:1](=[O:4])([O-:3])[O-:2].O[C:6]1[C:11]([O:12][CH3:13])=[CH:10][C:9]([C:14]([O:16][C@H:17]2[C@H:37]([O:38][CH3:39])[C@@H:36]([C:40]([O:42][CH3:43])=[O:41])[C@@H:35]3[C@@H:19]([CH2:20][N:21]4[C@H:33]([CH2:34]3)[C:32]3[NH:31][C:30]5[C:25](=[CH:26][CH:27]=[C:28]([O:44][CH3:45])[CH:29]=5)[C:24]=3[CH2:23][CH2:22]4)[CH2:18]2)=[O:15])=[CH:8][C:7]=1[O:46][CH3:47]. Given the product [CH3:47][O:46][C:7]1[CH:8]=[C:9]([C:14]([O:16][C@H:17]2[C@H:37]([O:38][CH3:39])[C@@H:36]([C:40]([O:42][CH3:43])=[O:41])[C@@H:35]3[C@@H:19]([CH2:20][N:21]4[C@H:33]([CH2:34]3)[C:32]3[NH:31][C:30]5[C:25](=[CH:26][CH:27]=[C:28]([O:44][CH3:45])[CH:29]=5)[C:24]=3[CH2:23][CH2:22]4)[CH2:18]2)=[O:15])[CH:10]=[C:11]([O:12][CH3:13])[C:6]=1[O:4][C:1]([O:3][CH2:18][C:19]1[CH:20]=[N:21][CH:33]=[CH:34][CH:35]=1)=[O:2], predict the reactants needed to synthesize it. (3) Given the product [CH2:7]([N:14]1[CH2:18][C:19]2[N:20]=[CH:21][C:22]([N:26]3[CH2:30][CH2:29][CH2:28][CH:27]3[CH3:31])=[N:23][C:24]=2[O:17][CH2:16][CH2:15]1)[C:8]1[CH:13]=[CH:12][CH:11]=[CH:10][CH:9]=1, predict the reactants needed to synthesize it. The reactants are: CC(C)([O-])C.[K+].[CH2:7]([N:14]([CH2:18][C:19]1[C:24](Cl)=[N:23][C:22]([N:26]2[CH2:30][CH2:29][CH2:28][CH:27]2[CH3:31])=[CH:21][N:20]=1)[CH2:15][CH2:16][OH:17])[C:8]1[CH:13]=[CH:12][CH:11]=[CH:10][CH:9]=1.O. (4) Given the product [CH2:1]([O:19][C:20](=[O:26])[CH2:21][CH2:22][C:23]([OH:25])=[O:24])[CH2:2][CH2:3][CH2:4][CH2:5][CH2:6][CH2:7][CH2:8]/[CH:9]=[CH:10]\[CH2:11]/[CH:12]=[CH:13]\[CH2:14][CH2:15][CH2:16][CH2:17][CH3:18], predict the reactants needed to synthesize it. The reactants are: [CH2:1]([OH:19])[CH2:2][CH2:3][CH2:4][CH2:5][CH2:6][CH2:7][CH2:8]/[CH:9]=[CH:10]\[CH2:11]/[CH:12]=[CH:13]\[CH2:14][CH2:15][CH2:16][CH2:17][CH3:18].[C:20]1(=[O:26])[O:25][C:23](=[O:24])[CH2:22][CH2:21]1. (5) Given the product [F:34][C:19]([F:18])([F:33])[C:20]1[CH:21]=[CH:22][C:23]([C:26]2[CH:27]=[C:28]([CH2:31][NH:1][C:2]3[CH:3]=[CH:4][C:5]([C@@H:8]4[CH2:10][C@H:9]4[C:11]([OH:13])=[O:12])=[CH:6][CH:7]=3)[O:29][CH:30]=2)=[CH:24][CH:25]=1, predict the reactants needed to synthesize it. The reactants are: [NH2:1][C:2]1[CH:7]=[CH:6][C:5]([C@@H:8]2[CH2:10][C@H:9]2[C:11]([OH:13])=[O:12])=[CH:4][CH:3]=1.ClC(Cl)C.[F:18][C:19]([F:34])([F:33])[C:20]1[CH:25]=[CH:24][C:23]([C:26]2[CH:27]=[C:28]([CH:31]=O)[O:29][CH:30]=2)=[CH:22][CH:21]=1.C(O[BH-](OC(=O)C)OC(=O)C)(=O)C.[Na+]. (6) The reactants are: [C:1]1([N:7]2[CH:12]=[CH:11][C:10]([CH2:13][C:14]3[N:15]=[N:16][NH:17][CH:18]=3)=[C:9]([O:19][CH3:20])[C:8]2=O)[CH:6]=[CH:5][CH:4]=[CH:3][CH:2]=1.COC1C=CC(P2(SP(C3C=CC(OC)=CC=3)(=S)S2)=[S:31])=CC=1. Given the product [C:1]1([N:7]2[CH:12]=[CH:11][C:10]([CH2:13][C:14]3[N:15]=[N:16][NH:17][CH:18]=3)=[C:9]([O:19][CH3:20])[C:8]2=[S:31])[CH:6]=[CH:5][CH:4]=[CH:3][CH:2]=1, predict the reactants needed to synthesize it. (7) Given the product [C:47]([N:35]1[CH2:36][CH2:37][C@@H:33]([O:32][C:27]2[CH:26]=[CH:25][C:24]([C:20]3[N:19]=[C:18]([NH:17][C:14]4[CH:15]=[CH:16][C:11]([N:8]5[CH2:7][CH2:6][N:5]([CH:3]6[CH2:4][O:1][CH2:2]6)[CH2:10][CH2:9]5)=[CH:12][CH:13]=4)[N:23]=[CH:22][N:21]=3)=[CH:31][C:28]=2[C:29]#[N:30])[CH2:34]1)(=[O:49])[CH3:48], predict the reactants needed to synthesize it. The reactants are: [O:1]1[CH2:4][CH:3]([N:5]2[CH2:10][CH2:9][N:8]([C:11]3[CH:16]=[CH:15][C:14]([NH:17][C:18]4[N:23]=[CH:22][N:21]=[C:20]([C:24]5[CH:25]=[CH:26][C:27]([O:32][C@@H:33]6[CH2:37][CH2:36][NH:35][CH2:34]6)=[C:28]([CH:31]=5)[C:29]#[N:30])[N:19]=4)=[CH:13][CH:12]=3)[CH2:7][CH2:6]2)[CH2:2]1.C(N(CC)C(C)C)(C)C.[C:47](Cl)(=[O:49])[CH3:48]. (8) Given the product [CH2:28]1[C:36]2[C:31](=[CH:32][CH:33]=[CH:34][CH:35]=2)[CH2:30][N:29]1[C:25]([C:10]1[CH:11]=[C:12]([C:14]([NH:15][CH2:16][C:17]2[CH:18]=[N:19][C:20]([CH3:23])=[CH:21][CH:22]=2)=[O:24])[CH:13]=[C:8]([C:5]2[CH:6]=[CH:7][C:2]([CH3:1])=[CH:3][CH:4]=2)[CH:9]=1)=[O:27], predict the reactants needed to synthesize it. The reactants are: [CH3:1][C:2]1[CH:7]=[CH:6][C:5]([C:8]2[CH:13]=[C:12]([C:14](=[O:24])[NH:15][CH2:16][C:17]3[CH:18]=[N:19][C:20]([CH3:23])=[CH:21][CH:22]=3)[CH:11]=[C:10]([C:25]([OH:27])=O)[CH:9]=2)=[CH:4][CH:3]=1.[CH2:28]1[C:36]2[C:31](=[CH:32][CH:33]=[CH:34][CH:35]=2)[CH2:30][NH:29]1.F[P-](F)(F)(F)(F)F.C[N+](C)=C(N(C)C)ON1C2N=CC=CC=2N=N1.C(N(CC)C(C)C)(C)C. (9) The reactants are: [CH2:1]([O:8][C:9]1[CH:10]=[CH:11][C:12]([CH:15]=O)=[N:13][CH:14]=1)[C:2]1[CH:7]=[CH:6][CH:5]=[CH:4][CH:3]=1.[Cl-].[CH2:18]([O:20][C:21]([CH:23]([P+](C1C=CC=CC=1)(C1C=CC=CC=1)C1C=CC=CC=1)[O:24][CH3:25])=[O:22])[CH3:19].[CH3:45]N(C)C(=N)N(C)C. Given the product [CH2:18]([O:20][C:21](=[O:22])[C:23]([O:24][CH2:25][CH3:45])=[CH:15][C:12]1[CH:11]=[CH:10][C:9]([O:8][CH2:1][C:2]2[CH:3]=[CH:4][CH:5]=[CH:6][CH:7]=2)=[CH:14][N:13]=1)[CH3:19], predict the reactants needed to synthesize it.